Dataset: Reaction yield outcomes from USPTO patents with 853,638 reactions. Task: Predict the reaction yield, written as a fraction of the theoretical maximum amount of product (1.0 means a 100% yield; for example, 0.34 means a 34% yield). The reactants are N1([C:6]([N:8]2[CH:12]=[CH:11][N:10]=[CH:9]2)=[O:7])C=CN=C1.[O:13]1[CH2:17][CH2:16][CH2:15][CH:14]1[CH2:18][CH2:19]C(O)=O. The catalyst is ClCCl. The product is [N:8]1([C:6](=[O:7])[CH2:19][CH2:18][CH:14]2[CH2:15][CH2:16][CH2:17][O:13]2)[CH:12]=[CH:11][N:10]=[CH:9]1. The yield is 0.810.